This data is from Peptide-MHC class I binding affinity with 185,985 pairs from IEDB/IMGT. The task is: Regression. Given a peptide amino acid sequence and an MHC pseudo amino acid sequence, predict their binding affinity value. This is MHC class I binding data. (1) The peptide sequence is WVPLTNNYM. The MHC is Mamu-B01 with pseudo-sequence Mamu-B01. The binding affinity (normalized) is 0. (2) The peptide sequence is DLKLVDVKL. The MHC is HLA-A02:01 with pseudo-sequence HLA-A02:01. The binding affinity (normalized) is 0.0847. (3) The peptide sequence is NYNGLLSSI. The MHC is HLA-A02:19 with pseudo-sequence HLA-A02:19. The binding affinity (normalized) is 0.0847.